From a dataset of Full USPTO retrosynthesis dataset with 1.9M reactions from patents (1976-2016). Predict the reactants needed to synthesize the given product. Given the product [CH3:14][N:13]1[C:38]2[C:43](=[CH:42][CH:41]=[C:40]([C:44]3[CH:45]=[C:46]([NH:50][C:51](=[O:55])[CH:52]([CH3:53])[CH3:54])[CH:47]=[N:48][CH:49]=3)[CH:39]=2)[CH2:11][C:12]1=[O:18], predict the reactants needed to synthesize it. The reactants are: NC1C=C(C2C=C3[C:14](=CC=2)[N:13](C)[C:12](=[O:18])[CH2:11]3)C=NC=1.C(N(C(C)C)CC)(C)C.C(Cl)(=O)C(C)C.CN1[C:43]2[C:38](=[CH:39][C:40]([C:44]3[CH:45]=[C:46]([NH:50][C:51](=[O:55])[CH:52]([CH3:54])[CH3:53])[CH:47]=[N:48][CH:49]=3)=[CH:41][CH:42]=2)CC1=O.